This data is from Full USPTO retrosynthesis dataset with 1.9M reactions from patents (1976-2016). The task is: Predict the reactants needed to synthesize the given product. (1) The reactants are: Cl[C:2]1[CH:11]=[CH:10][C:9]2[C:4](=[CH:5][CH:6]=[CH:7][C:8]=2[N+:12]([O-:14])=[O:13])[N:3]=1.[C:15]1(P(C2C=CC=CC=2)C2C=CC=CC=2)C=CC=C[CH:16]=1.C(C([Sn])=C(CCCC)CCCC)CCC. Given the product [N+:12]([C:8]1[CH:7]=[CH:6][CH:5]=[C:4]2[C:9]=1[CH:10]=[CH:11][C:2]([CH:15]=[CH2:16])=[N:3]2)([O-:14])=[O:13], predict the reactants needed to synthesize it. (2) The reactants are: [NH2:1][CH2:2][CH2:3][C:4]#[N:5].[CH2:6]([C:8]1[CH:9]=[C:10]([CH:15]=[CH:16][C:17]=1[N:18]([CH3:29])[C:19]1[N:24]=[CH:23][C:22]2[N:25]=[CH:26][N:27]([CH3:28])[C:21]=2[CH:20]=1)[C:11](OC)=[O:12])[CH3:7]. Given the product [C:4]([CH2:3][CH2:2][NH:1][C:11](=[O:12])[C:10]1[CH:15]=[CH:16][C:17]([N:18]([CH3:29])[C:19]2[N:24]=[CH:23][C:22]3[N:25]=[CH:26][N:27]([CH3:28])[C:21]=3[CH:20]=2)=[C:8]([CH2:6][CH3:7])[CH:9]=1)#[N:5], predict the reactants needed to synthesize it. (3) Given the product [F:1][C:2]1[CH:3]=[C:4]2[C:9](=[CH:10][CH:11]=1)[CH:8]=[C:7]([CH2:12][C:13]([OH:15])=[O:14])[C:6]([CH3:16])=[C:5]2[CH:17]([OH:28])[C:18]1[CH:23]=[CH:22][C:21]([S:24]([CH3:27])(=[O:25])=[O:26])=[CH:20][CH:19]=1, predict the reactants needed to synthesize it. The reactants are: [F:1][C:2]1[CH:3]=[C:4]2[C:9](=[CH:10][CH:11]=1)[CH:8]=[C:7]([CH2:12][C:13]([OH:15])=[O:14])[C:6]([CH3:16])=[C:5]2[C:17](=[O:28])[C:18]1[CH:23]=[CH:22][C:21]([S:24]([CH3:27])(=[O:26])=[O:25])=[CH:20][CH:19]=1.[H][H]. (4) Given the product [NH2:1][C:2]1[C:7]([O:8][C:9]2[CH:14]=[C:13]([I:15])[C:12]([O:16][CH3:17])=[CH:11][C:10]=2[CH:18]([CH3:20])[CH3:19])=[CH:6][N:5]=[C:4]([NH:21][C:22](=[O:25])[CH2:23][NH:29][CH:26]2[CH2:33][CH2:32][CH2:27][CH2:28]2)[N:3]=1, predict the reactants needed to synthesize it. The reactants are: [NH2:1][C:2]1[C:7]([O:8][C:9]2[CH:14]=[C:13]([I:15])[C:12]([O:16][CH3:17])=[CH:11][C:10]=2[CH:18]([CH3:20])[CH3:19])=[CH:6][N:5]=[C:4]([NH:21][C:22](=[O:25])[CH2:23]Cl)[N:3]=1.[CH:26]1([NH2:29])[CH2:28][CH2:27]1.[I-].[K+].[CH3:32][C:33](C)=O.